From a dataset of Full USPTO retrosynthesis dataset with 1.9M reactions from patents (1976-2016). Predict the reactants needed to synthesize the given product. (1) Given the product [CH2:18]([O:17][C:16]1[CH:15]=[CH:14][C:11](/[CH:12]=[CH:27]/[C:28]([NH:30][C:31]2[CH:39]=[CH:38][CH:37]=[CH:36][C:32]=2[C:33]([OH:35])=[O:34])=[O:29])=[CH:10][C:9]=1[O:8][CH3:7])[CH2:19][C:20]#[C:21][CH2:22][CH3:23], predict the reactants needed to synthesize it. The reactants are: N1CCCCC1.[CH3:7][O:8][C:9]1[CH:10]=[C:11]([CH:14]=[CH:15][C:16]=1[O:17][CH2:18][CH2:19][C:20]#[C:21][CH2:22][CH3:23])[CH:12]=O.C([CH2:27][C:28]([NH:30][C:31]1[CH:39]=[CH:38][CH:37]=[CH:36][C:32]=1[C:33]([OH:35])=[O:34])=[O:29])(O)=O.Cl. (2) Given the product [F:1][C:2]1[CH:7]=[CH:6][C:5]([O:8][S:19]([C:22]([F:25])([F:24])[F:23])(=[O:20])=[O:18])=[C:4]([S:9]([N:12]2[CH2:13][CH2:14][O:15][CH2:16][CH2:17]2)(=[O:10])=[O:11])[CH:3]=1, predict the reactants needed to synthesize it. The reactants are: [F:1][C:2]1[CH:7]=[CH:6][C:5]([OH:8])=[C:4]([S:9]([N:12]2[CH2:17][CH2:16][O:15][CH2:14][CH2:13]2)(=[O:11])=[O:10])[CH:3]=1.[O:18](S(C(F)(F)F)(=O)=O)[S:19]([C:22]([F:25])([F:24])[F:23])(=O)=[O:20]. (3) Given the product [CH3:48][C:49]1[C@@H:66]([O:67][C:68]([C@H:70]([OH:86])[C@@H:71]([NH:78][C:79]([O:81][C:82]([CH3:83])([CH3:84])[CH3:85])=[O:80])[C:72]2[CH:77]=[CH:76][CH:75]=[CH:74][CH:73]=2)=[O:69])[CH2:65][C@:61]2([OH:87])[C:62]([CH3:63])([CH3:64])[C:50]=1[C@@H:51]([OH:105])[C:52]([C@@:54]1([CH3:104])[C@H:59]([C@@H:60]2[O:88][C:89]([C:91]2[CH:92]=[CH:93][CH:94]=[CH:95][CH:96]=2)=[O:90])[C@:58]2([O:99][C:100]([CH3:102])=[O:101])[CH2:97][O:98][C@@H:57]2[CH2:56][C@@H:55]1[OH:103])=[O:53], predict the reactants needed to synthesize it. The reactants are: C(=O)(O)[O-].[Na+].C(ON1C(=O)CC(S(O)(=O)=O)C1=O)(=O)CCCCCCC(ON1C(=O)CC(S(O)(=O)=O)C1=O)=O.C(O)C(N)(CO)CO.[CH3:48][C:49]1[C@@H:66]([O:67][C:68]([C@H:70]([OH:86])[C@@H:71]([NH:78][C:79]([O:81][C:82]([CH3:85])([CH3:84])[CH3:83])=[O:80])[C:72]2[CH:77]=[CH:76][CH:75]=[CH:74][CH:73]=2)=[O:69])[CH2:65][C@:61]2([OH:87])[C:62]([CH3:64])([CH3:63])[C:50]=1[C@@H:51]([OH:105])[C:52]([C@@:54]1([CH3:104])[C@H:59]([C@@H:60]2[O:88][C:89]([C:91]2[CH:96]=[CH:95][CH:94]=[CH:93][CH:92]=2)=[O:90])[C@:58]2([O:99][C:100]([CH3:102])=[O:101])[CH2:97][O:98][C@@H:57]2[CH2:56][C@@H:55]1[OH:103])=[O:53].O.O.O. (4) The reactants are: [Br:1][C:2]1[C:3]([NH:10][CH2:11][CH3:12])=[C:4]([NH2:9])[C:5]([Cl:8])=[N:6][CH:7]=1.C(Cl)CCl.[C:17]([CH2:19][C:20](O)=[O:21])#[N:18].CN1CCOCC1. Given the product [Br:1][C:2]1[C:3]([NH:10][CH2:11][CH3:12])=[C:4]([NH:9][C:20](=[O:21])[CH2:19][C:17]#[N:18])[C:5]([Cl:8])=[N:6][CH:7]=1, predict the reactants needed to synthesize it. (5) Given the product [Cl:12][C:13]1[CH:14]=[C:15]([NH:20][C:21]2[C:30]3[C:25](=[CH:26][C:27]([O:36][CH3:37])=[C:28]([O:31][CH2:32][CH2:33][CH2:34][N:10]4[CH2:9][CH2:8][N:7]5[C:3]([CH2:1][CH3:2])=[N:4][N:5]=[C:6]5[CH2:11]4)[CH:29]=3)[N:24]=[CH:23][N:22]=2)[CH:16]=[CH:17][C:18]=1[F:19], predict the reactants needed to synthesize it. The reactants are: [CH2:1]([C:3]1[N:7]2[CH2:8][CH2:9][NH:10][CH2:11][C:6]2=[N:5][N:4]=1)[CH3:2].[Cl:12][C:13]1[CH:14]=[C:15]([NH:20][C:21]2[C:30]3[C:25](=[CH:26][C:27]([O:36][CH3:37])=[C:28]([O:31][CH2:32][CH2:33][CH2:34]Cl)[CH:29]=3)[N:24]=[CH:23][N:22]=2)[CH:16]=[CH:17][C:18]=1[F:19].C(Cl)Cl. (6) Given the product [CH3:1][O:2][C:3]1[CH:12]=[CH:11][C:6]([C:7]([OH:9])=[O:8])=[CH:5][N:4]=1, predict the reactants needed to synthesize it. The reactants are: [CH3:1][O:2][C:3]1[CH:12]=[CH:11][C:6]([C:7]([O:9]C)=[O:8])=[CH:5][N:4]=1.[OH-].[Na+].Cl.